The task is: Predict the product of the given reaction.. This data is from Forward reaction prediction with 1.9M reactions from USPTO patents (1976-2016). (1) Given the reactants [Cl:1][CH2:2][CH2:3][N:4]=[C:5]=[O:6].[C:7]([C:11]1[CH:16]=[C:15]([NH2:17])[CH:14]=[C:13]([C:18]([CH3:21])([CH3:20])[CH3:19])[C:12]=1[OH:22])([CH3:10])([CH3:9])[CH3:8], predict the reaction product. The product is: [CH3:21][C:18]([C:13]1[CH:14]=[C:15]([NH:17][C:5]([NH:4][CH2:3][CH2:2][Cl:1])=[O:6])[CH:16]=[C:11]([C:7]([CH3:10])([CH3:9])[CH3:8])[C:12]=1[OH:22])([CH3:19])[CH3:20]. (2) The product is: [CH2:31]([C:29]1[C:28](=[O:38])[N:27]([CH:39]2[CH2:40][CH2:41][CH2:42][CH2:43]2)[C:25]2[N:26]=[C:21]([NH:20][C:17]3[CH:16]=[CH:15][C:14]([N:11]4[CH2:10][CH2:9][NH:8][CH2:13][CH2:12]4)=[CH:19][CH:18]=3)[N:22]=[CH:23][C:24]=2[CH:30]=1)[C:32]1[CH:37]=[CH:36][CH:35]=[CH:34][CH:33]=1. Given the reactants C(OC([N:8]1[CH2:13][CH2:12][N:11]([C:14]2[CH:19]=[CH:18][C:17]([NH:20][C:21]3[N:22]=[CH:23][C:24]4[CH:30]=[C:29]([CH2:31][C:32]5[CH:37]=[CH:36][CH:35]=[CH:34][CH:33]=5)[C:28](=[O:38])[N:27]([CH:39]5[CH2:43][CH2:42][CH2:41][CH2:40]5)[C:25]=4[N:26]=3)=[CH:16][CH:15]=2)[CH2:10][CH2:9]1)=O)(C)(C)C.Cl, predict the reaction product. (3) Given the reactants Cl.Cl.[O:3]1[C:7]2[CH:8]=[CH:9][CH:10]=[C:11]([CH:12]3[CH2:17][CH2:16][N:15]([CH2:18][CH2:19][C@H:20]4[CH2:25][CH2:24][C@H:23]([NH2:26])[CH2:22][CH2:21]4)[CH2:14][CH2:13]3)[C:6]=2[CH2:5][CH2:4]1.[O:27]1[CH2:31][CH2:30][CH2:29][CH:28]1[C:32](O)=[O:33], predict the reaction product. The product is: [O:3]1[C:7]2[CH:8]=[CH:9][CH:10]=[C:11]([CH:12]3[CH2:17][CH2:16][N:15]([CH2:18][CH2:19][C@H:20]4[CH2:21][CH2:22][C@H:23]([NH:26][C:32]([CH:28]5[CH2:29][CH2:30][CH2:31][O:27]5)=[O:33])[CH2:24][CH2:25]4)[CH2:14][CH2:13]3)[C:6]=2[CH2:5][CH2:4]1. (4) Given the reactants [CH2:1]([O:3][C:4]([C:6]1[NH:7][CH:8]=[CH:9][CH:10]=1)=[O:5])[CH3:2].[CH:11]1[C:20]2[C:15](=[CH:16][CH:17]=[CH:18][CH:19]=2)[CH:14]=[CH:13][C:12]=1[CH2:21][C:22](Cl)=[O:23], predict the reaction product. The product is: [CH2:1]([O:3][C:4]([C:6]1[NH:7][CH:8]=[C:9]([C:22](=[O:23])[CH2:21][C:12]2[CH:13]=[CH:14][C:15]3[C:20](=[CH:19][CH:18]=[CH:17][CH:16]=3)[CH:11]=2)[CH:10]=1)=[O:5])[CH3:2].